Predict the reactants needed to synthesize the given product. From a dataset of Full USPTO retrosynthesis dataset with 1.9M reactions from patents (1976-2016). (1) Given the product [CH3:8][CH2:9][C@@H:10]([C@H:12]([NH:204][C:205]([CH2:207][NH2:208])=[O:206])[C:13]([NH:15][CH2:16][C:17]([NH:19][C@H:20]([C:22]([NH:24][C@H:25]([C:29]([NH:31][C@H:32]([C:37]([NH:39][C@H:40]([C:46]([NH:48][C@H:49]([C:53]([NH:55][C@H:56]([C:61]([NH:63][C@H:64]([C:68]([NH:70][C@H:71]([C:75]([NH:77][CH2:78][C:79]([NH:81][C@H:82]([C:87]([N:89]1[C@H:93]([C:94]([NH:96][C@H:97]([C:99]([NH:101][C@H:102]([C:107]([NH:109][C@H:110]([C:115]([NH:117][C@H:118]([C:121]([NH:123][C@H:124]([C:135]([NH:137][C@H:138]([C:143]([NH:145][C@H:146]([C:152]([NH:154][C@H:155]([C:163]([NH:165][C@H:166]([C:172]([NH:174][C@H:175]([C:183]([NH:185][C@H:186]([C:192]([NH:194][C@H:195]([C:201]([NH2:203])=[O:202])[CH2:196][CH2:197][C:198]([NH2:200])=[O:199])=[O:193])[CH2:187][CH2:188][C:189]([NH2:191])=[O:190])=[O:184])[CH2:176][CH2:177][CH2:178][NH:179][C:180]([NH2:182])=[NH:181])=[O:173])[CH2:167][CH2:168][CH2:169][CH2:170][NH2:171])=[O:164])[CH2:156][CH2:157][CH2:158][NH:159][C:160]([NH2:162])=[NH:161])=[O:153])[CH2:147][CH2:148][CH2:149][CH2:150][NH2:151])=[O:144])[C@H:139]([CH2:141][CH3:142])[CH3:140])=[O:136])[CH2:125][C:126]2[C:130]3[CH:131]=[CH:132][CH:133]=[CH:134][C:129]=3[NH:128][CH:127]=2)=[O:122])[CH2:119][OH:120])=[O:116])[C@H:111]([CH2:113][CH3:114])[CH3:112])=[O:108])[CH2:103][CH:104]([CH3:105])[CH3:106])=[O:100])[CH3:98])=[O:95])[CH2:92][CH2:91][CH2:90]1)=[O:88])[CH2:83][CH:84]([CH3:85])[CH3:86])=[O:80])=[O:76])[C@H:72]([OH:74])[CH3:73])=[O:69])[C@H:65]([OH:67])[CH3:66])=[O:62])[CH2:57][CH:58]([CH3:60])[CH3:59])=[O:54])[CH:50]([CH3:52])[CH3:51])=[O:47])[CH2:41][CH2:42][CH2:43][CH2:44][NH2:45])=[O:38])[CH2:33][CH:34]([CH3:36])[CH3:35])=[O:30])[CH:26]([CH3:28])[CH3:27])=[O:23])[CH3:21])=[O:18])=[O:14])[CH3:11], predict the reactants needed to synthesize it. The reactants are: N[C@H](C(O)=O)CS.[CH3:8][CH2:9][C@@H:10]([C@H:12]([NH:204][C:205]([CH2:207][NH2:208])=[O:206])[C:13]([NH:15][CH2:16][C:17]([NH:19][C@H:20]([C:22]([NH:24][C@H:25]([C:29]([NH:31][C@H:32]([C:37]([NH:39][C@H:40]([C:46]([NH:48][C@H:49]([C:53]([NH:55][C@H:56]([C:61]([NH:63][C@H:64]([C:68]([NH:70][C@H:71]([C:75]([NH:77][CH2:78][C:79]([NH:81][C@H:82]([C:87]([N:89]1[C@H:93]([C:94]([NH:96][C@H:97]([C:99]([NH:101][C@H:102]([C:107]([NH:109][C@H:110]([C:115]([NH:117][C@H:118]([C:121]([NH:123][C@H:124]([C:135]([NH:137][C@H:138]([C:143]([NH:145][C@H:146]([C:152]([NH:154][C@H:155]([C:163]([NH:165][C@H:166]([C:172]([NH:174][C@H:175]([C:183]([NH:185][C@H:186]([C:192]([NH:194][C@H:195]([C:201]([NH2:203])=[O:202])[CH2:196][CH2:197][C:198]([NH2:200])=[O:199])=[O:193])[CH2:187][CH2:188][C:189]([NH2:191])=[O:190])=[O:184])[CH2:176][CH2:177][CH2:178][NH:179][C:180]([NH2:182])=[NH:181])=[O:173])[CH2:167][CH2:168][CH2:169][CH2:170][NH2:171])=[O:164])[CH2:156][CH2:157][CH2:158][NH:159][C:160]([NH2:162])=[NH:161])=[O:153])[CH2:147][CH2:148][CH2:149][CH2:150][NH2:151])=[O:144])[C@H:139]([CH2:141][CH3:142])[CH3:140])=[O:136])[CH2:125][C:126]2[C:130]3[CH:131]=[CH:132][CH:133]=[CH:134][C:129]=3[NH:128][CH:127]=2)=[O:122])[CH2:119][OH:120])=[O:116])[C@H:111]([CH2:113][CH3:114])[CH3:112])=[O:108])[CH2:103][CH:104]([CH3:106])[CH3:105])=[O:100])[CH3:98])=[O:95])[CH2:92][CH2:91][CH2:90]1)=[O:88])[CH2:83][CH:84]([CH3:86])[CH3:85])=[O:80])=[O:76])[C@H:72]([OH:74])[CH3:73])=[O:69])[C@H:65]([OH:67])[CH3:66])=[O:62])[CH2:57][CH:58]([CH3:60])[CH3:59])=[O:54])[CH:50]([CH3:52])[CH3:51])=[O:47])[CH2:41][CH2:42][CH2:43][CH2:44][NH2:45])=[O:38])[CH2:33][CH:34]([CH3:36])[CH3:35])=[O:30])[CH:26]([CH3:28])[CH3:27])=[O:23])[CH3:21])=[O:18])=[O:14])[CH3:11].C(C(O)=O)CP(CCC(O)=O)CCC(O)=O.Cl. (2) Given the product [CH3:1][C:2]1[CH:3]=[CH:4][C:5]([S:8]([O:11][CH2:12][CH:13]2[O:18][C:17]3[C:19](/[CH:19]=[CH:17]/[C:16](=[O:15])[CH2:22][CH3:21])=[C:20]([N+:23]([O-:25])=[O:24])[CH:21]=[CH:22][C:16]=3[O:15][CH2:14]2)(=[O:10])=[O:9])=[CH:6][CH:7]=1, predict the reactants needed to synthesize it. The reactants are: [CH3:1][C:2]1[CH:7]=[CH:6][C:5]([S:8]([O:11][CH2:12][C@@H:13]2[O:18][C:17]3[C:19](C=O)=[C:20]([N+:23]([O-:25])=[O:24])[CH:21]=[CH:22][C:16]=3[O:15][CH2:14]2)(=[O:10])=[O:9])=[CH:4][CH:3]=1.